Task: Binary Classification. Given a miRNA mature sequence and a target amino acid sequence, predict their likelihood of interaction.. Dataset: Experimentally validated miRNA-target interactions with 360,000+ pairs, plus equal number of negative samples (1) The miRNA is hsa-miR-1199-5p with sequence CCUGAGCCCGGGCCGCGCAG. The protein sequence of the target gene is MTPRGFSCLLLPTSETDLPVKRRT. Result: 1 (interaction). (2) The miRNA is hsa-miR-520d-3p with sequence AAAGUGCUUCUCUUUGGUGGGU. The protein sequence of the target gene is MAGKAAEERGLPKGATPQDTSGLQDRLFSSESDNSLYFTYSGQPNTLEVRDLNYQVDLASQVPWFEQLAQFKMPWTSPSCQNSCELGIQNLSFKVRSGQMLAIIGSSGCGRASLLDVITGRGHGGKIKSGQIWINGQPSSPQLVRKCVAHVRQHNQLLPNLTVRETLAFIAQMRLPRTFSQAQRDKRVEDVIAELRLRQCADTRVGNMYVRGLSGGERRRVSIGVQLLWNPGILILDEPTSGLDSFTAHNLVKTLSRLAKGNRLVLISLHQPRSDIFRLFDLVLLMTSGTPIYLGAAQHM.... Result: 1 (interaction).